Dataset: TCR-epitope binding with 47,182 pairs between 192 epitopes and 23,139 TCRs. Task: Binary Classification. Given a T-cell receptor sequence (or CDR3 region) and an epitope sequence, predict whether binding occurs between them. (1) The epitope is TPRVTGGGAM. The TCR CDR3 sequence is CASSSHDLAGVKSEQFF. Result: 1 (the TCR binds to the epitope). (2) The epitope is MMISAGFSL. The TCR CDR3 sequence is CASSNGVGIAEAFF. Result: 0 (the TCR does not bind to the epitope). (3) The epitope is KPLEFGATSAAL. The TCR CDR3 sequence is CASSSPLAGAGNIQYF. Result: 1 (the TCR binds to the epitope).